Dataset: Full USPTO retrosynthesis dataset with 1.9M reactions from patents (1976-2016). Task: Predict the reactants needed to synthesize the given product. Given the product [Cl:1][C:2]1[C:3]([C:22]2[S:26][C:25]([C:27]3([OH:31])[CH2:30][CH2:29][CH2:28]3)=[N:24][CH:23]=2)=[C:4]2[CH:10]=[C:9]([I:11])[N:8]([S:12]([C:15]3[CH:16]=[CH:17][C:18]([CH3:19])=[CH:20][CH:21]=3)(=[O:13])=[O:14])[C:5]2=[N:6][CH:7]=1, predict the reactants needed to synthesize it. The reactants are: [Cl:1][C:2]1[C:3]([C:22]2[S:26][C:25]([C:27]3([O:31]COC)[CH2:30][CH2:29][CH2:28]3)=[N:24][CH:23]=2)=[C:4]2[CH:10]=[C:9]([I:11])[N:8]([S:12]([C:15]3[CH:21]=[CH:20][C:18]([CH3:19])=[CH:17][CH:16]=3)(=[O:14])=[O:13])[C:5]2=[N:6][CH:7]=1.O1CCCC1.Cl.